Dataset: NCI-60 drug combinations with 297,098 pairs across 59 cell lines. Task: Regression. Given two drug SMILES strings and cell line genomic features, predict the synergy score measuring deviation from expected non-interaction effect. (1) Drug 1: CCC1=CC2CC(C3=C(CN(C2)C1)C4=CC=CC=C4N3)(C5=C(C=C6C(=C5)C78CCN9C7C(C=CC9)(C(C(C8N6C)(C(=O)OC)O)OC(=O)C)CC)OC)C(=O)OC.C(C(C(=O)O)O)(C(=O)O)O. Drug 2: CC(C)NC(=O)C1=CC=C(C=C1)CNNC.Cl. Cell line: NCIH23. Synergy scores: CSS=44.5, Synergy_ZIP=1.92, Synergy_Bliss=3.67, Synergy_Loewe=-19.5, Synergy_HSA=3.77. (2) Drug 2: C1C(C(OC1N2C=NC(=NC2=O)N)CO)O. Cell line: SF-295. Synergy scores: CSS=1.21, Synergy_ZIP=-0.155, Synergy_Bliss=0.484, Synergy_Loewe=-1.35, Synergy_HSA=-0.424. Drug 1: CC1C(C(CC(O1)OC2CC(CC3=C2C(=C4C(=C3O)C(=O)C5=C(C4=O)C(=CC=C5)OC)O)(C(=O)CO)O)N)O.Cl. (3) Cell line: UACC-257. Drug 2: CC1=C(C(CCC1)(C)C)C=CC(=CC=CC(=CC(=O)O)C)C. Drug 1: C1=NC2=C(N1)C(=S)N=C(N2)N. Synergy scores: CSS=22.7, Synergy_ZIP=2.07, Synergy_Bliss=1.68, Synergy_Loewe=-4.85, Synergy_HSA=0.369. (4) Drug 1: C1=C(C(=O)NC(=O)N1)F. Drug 2: CC(C)NC(=O)C1=CC=C(C=C1)CNNC.Cl. Cell line: UACC-257. Synergy scores: CSS=7.56, Synergy_ZIP=-1.89, Synergy_Bliss=-3.71, Synergy_Loewe=-9.06, Synergy_HSA=-7.49. (5) Drug 1: CC(C)CN1C=NC2=C1C3=CC=CC=C3N=C2N. Drug 2: C1C(C(OC1N2C=NC3=C2NC=NCC3O)CO)O. Cell line: SK-OV-3. Synergy scores: CSS=2.63, Synergy_ZIP=-0.423, Synergy_Bliss=-0.734, Synergy_Loewe=-0.735, Synergy_HSA=-1.03. (6) Drug 1: C1=CC=C(C(=C1)C(C2=CC=C(C=C2)Cl)C(Cl)Cl)Cl. Drug 2: CN1C2=C(C=C(C=C2)N(CCCl)CCCl)N=C1CCCC(=O)O.Cl. Cell line: HOP-62. Synergy scores: CSS=3.63, Synergy_ZIP=8.22, Synergy_Bliss=19.8, Synergy_Loewe=3.07, Synergy_HSA=5.37.